From a dataset of Reaction yield outcomes from USPTO patents with 853,638 reactions. Predict the reaction yield, written as a fraction of the theoretical maximum amount of product (1.0 means a 100% yield; for example, 0.34 means a 34% yield). (1) The reactants are [CH3:1][O:2][CH2:3][CH2:4][OH:5].[H-].[Na+].[Br:8][C:9]1[C:10]([CH3:16])=[N:11][C:12](Cl)=[CH:13][CH:14]=1. The catalyst is C1COCC1. The product is [Br:8][C:9]1[C:10]([CH3:16])=[N:11][C:12]([O:5][CH2:4][CH2:3][O:2][CH3:1])=[CH:13][CH:14]=1. The yield is 0.940. (2) The reactants are Br[C:2]1[CH:7]=[CH:6][C:5]([C@@H:8]([N:11]2[CH2:16][CH2:15][C@@:14]([C:20]3[CH:25]=[CH:24][C:23]([F:26])=[CH:22][CH:21]=3)([CH2:17][CH2:18][OH:19])[O:13][C:12]2=[O:27])[CH2:9][CH3:10])=[CH:4][CH:3]=1.[F:28][C:29]1[CH:34]=[C:33]([F:35])[CH:32]=[CH:31][C:30]=1B(O)O. The catalyst is O1CCOCC1.C1C=CC([P]([Pd]([P](C2C=CC=CC=2)(C2C=CC=CC=2)C2C=CC=CC=2)([P](C2C=CC=CC=2)(C2C=CC=CC=2)C2C=CC=CC=2)[P](C2C=CC=CC=2)(C2C=CC=CC=2)C2C=CC=CC=2)(C2C=CC=CC=2)C2C=CC=CC=2)=CC=1. The product is [F:28][C:29]1[CH:34]=[C:33]([F:35])[CH:32]=[CH:31][C:30]=1[C:2]1[CH:3]=[CH:4][C:5]([C@@H:8]([N:11]2[CH2:16][CH2:15][C@@:14]([C:20]3[CH:25]=[CH:24][C:23]([F:26])=[CH:22][CH:21]=3)([CH2:17][CH2:18][OH:19])[O:13][C:12]2=[O:27])[CH2:9][CH3:10])=[CH:6][CH:7]=1. The yield is 0.260. (3) The reactants are Cl.Cl.[CH3:3][C@@H:4]1[CH2:8][CH2:7][CH2:6][N:5]1[CH2:9][CH2:10][CH2:11][O:12][C:13]1[CH:25]=[CH:24][C:16]([O:17][CH:18]2[CH2:23][CH2:22][NH:21][CH2:20][CH2:19]2)=[CH:15][CH:14]=1.[Cl:26]CCl.[C:29](Cl)(=[O:31])[CH3:30]. The catalyst is C(N(CC)CC)C. The product is [ClH:26].[CH3:3][C@@H:4]1[CH2:8][CH2:7][CH2:6][N:5]1[CH2:9][CH2:10][CH2:11][O:12][C:13]1[CH:25]=[CH:24][C:16]([O:17][CH:18]2[CH2:19][CH2:20][N:21]([C:29](=[O:31])[CH3:30])[CH2:22][CH2:23]2)=[CH:15][CH:14]=1. The yield is 0.820. (4) The reactants are Cl[C:2]1[CH:7]=[C:6]([C:8]2[CH:13]=[CH:12][CH:11]=[CH:10][C:9]=2[C:14]([F:17])([F:16])[F:15])[N:5]=[C:4]([NH2:18])[N:3]=1.[Cl:19][C:20]1[CH:25]=[CH:24][C:23]([NH2:26])=[CH:22][CH:21]=1. No catalyst specified. The product is [Cl:19][C:20]1[CH:25]=[CH:24][C:23]([NH:26][C:2]2[CH:7]=[C:6]([C:8]3[CH:13]=[CH:12][CH:11]=[CH:10][C:9]=3[C:14]([F:17])([F:16])[F:15])[N:5]=[C:4]([NH2:18])[N:3]=2)=[CH:22][CH:21]=1. The yield is 0.280. (5) The reactants are [C:1]([O:5][C:6](=[O:27])[NH:7][C@H:8]([C:10](=O)[NH:11][C:12]1[CH:17]=[CH:16][C:15]([F:18])=[CH:14][C:13]=1[NH:19][CH:20]1[CH2:23][CH:22]([C:24]#[N:25])[CH2:21]1)[CH3:9])([CH3:4])([CH3:3])[CH3:2]. The catalyst is C(O)(=O)C. The product is [C:1]([O:5][C:6](=[O:27])[NH:7][C@H:8]([C:10]1[N:19]([CH:20]2[CH2:23][CH:22]([C:24]#[N:25])[CH2:21]2)[C:13]2[CH:14]=[C:15]([F:18])[CH:16]=[CH:17][C:12]=2[N:11]=1)[CH3:9])([CH3:4])([CH3:3])[CH3:2]. The yield is 0.730. (6) The reactants are [F:1][C:2]1[CH:3]=[C:4]([NH:18][C:19](=[O:30])[CH2:20][C:21]([NH:23][C:24]2[CH:29]=[CH:28][CH:27]=[CH:26][CH:25]=2)=[O:22])[CH:5]=[CH:6][C:7]=1[O:8][C:9]1[CH:14]=[CH:13][N:12]=[C:11]2[CH:15]=[CH:16][S:17][C:10]=12.[CH2:31]([N:33]1[CH:37]=[C:36](C2SC3C(=NC=CC=3OC3C=CC(N)=CC=3F)C=2)[N:35]=[CH:34]1)[CH3:32]. No catalyst specified. The product is [CH2:31]([N:33]1[CH:37]=[C:36]([C:16]2[S:17][C:10]3[C:11](=[N:12][CH:13]=[CH:14][C:9]=3[O:8][C:7]3[CH:6]=[CH:5][C:4]([NH:18][C:19](=[O:30])[CH2:20][C:21]([NH:23][C:24]4[CH:25]=[CH:26][CH:27]=[CH:28][CH:29]=4)=[O:22])=[CH:3][C:2]=3[F:1])[CH:15]=2)[N:35]=[CH:34]1)[CH3:32]. The yield is 0.570. (7) The reactants are NCC1C=C(NC(OCCC2C=CC(C(N[C:26]3[CH:27]=[C:28]4[C:33](=[CH:34][CH:35]=3)[C:32]([N:36](C(OC(C)(C)C)=O)C(OC(C)(C)C)=O)=N[CH:30]=[CH:29]4)C(O)=O)=CC=2C)=O)C=CC=1.[CH2:52]1CN([P+](ON2N=NC3C=CC=CC2=3)(N2CCCC2)N2CCCC2)C[CH2:53]1.F[P-](F)(F)(F)(F)F.C(O)(C(F)(F)F)=[O:86]. No catalyst specified. The product is [CH2:52]([C:27]1[C:28]([CH2:29][CH3:30])=[C:33]([CH:34]=[CH:35][CH:26]=1)[C:32]([NH2:36])=[O:86])[CH3:53]. The yield is 0.420.